The task is: Predict the product of the given reaction.. This data is from Forward reaction prediction with 1.9M reactions from USPTO patents (1976-2016). (1) Given the reactants [C:1]([O:5][C:6]([N:8]1[C@H:13]([C:14]([OH:16])=O)[C@H:12]2[CH2:17][C@@H:9]1[C@H:10]([OH:18])[CH2:11]2)=[O:7])([CH3:4])([CH3:3])[CH3:2].Cl.[NH:20]1[CH2:24][CH2:23][CH2:22][C@H:21]1[C:25]#[N:26].CN(C)CCCN=C=NCC, predict the reaction product. The product is: [C:25]([C@@H:21]1[CH2:22][CH2:23][CH2:24][N:20]1[C:14]([C@@H:13]1[C@H:12]2[CH2:17][C@H:9]([C@H:10]([OH:18])[CH2:11]2)[N:8]1[C:6]([O:5][C:1]([CH3:2])([CH3:3])[CH3:4])=[O:7])=[O:16])#[N:26]. (2) The product is: [OH:23][C:20]([C:17]1[CH:18]=[CH:19][C:14]([C:13]([NH:12][C:4]2[CH:3]=[C:2]([C:32]3[CH:33]=[CH:34][C:29]([O:28][CH:25]([CH3:27])[CH3:26])=[CH:30][CH:31]=3)[N:7]3[N:8]=[C:9]([CH3:11])[CH:10]=[C:6]3[N:5]=2)=[O:24])=[CH:15][CH:16]=1)([CH3:22])[CH3:21]. Given the reactants Cl[C:2]1[N:7]2[N:8]=[C:9]([CH3:11])[CH:10]=[C:6]2[N:5]=[C:4]([NH:12][C:13](=[O:24])[C:14]2[CH:19]=[CH:18][C:17]([C:20]([OH:23])([CH3:22])[CH3:21])=[CH:16][CH:15]=2)[CH:3]=1.[CH:25]([O:28][C:29]1[CH:34]=[CH:33][C:32](B(O)O)=[CH:31][CH:30]=1)([CH3:27])[CH3:26].O1CCOCC1, predict the reaction product. (3) Given the reactants [Cl:1][C:2]1[CH:3]=[C:4]([CH:7]=[C:8]([O:10][C:11]2[C:12]([OH:21])=[N:13][CH:14]=[CH:15][C:16]=2[C:17]([F:20])([F:19])[F:18])[CH:9]=1)[C:5]#[N:6].Cl[CH2:23][C:24]1[NH:25][C:26](=[O:29])[NH:27][N:28]=1.C([O-])([O-])=O.[K+].[K+], predict the reaction product. The product is: [Cl:1][C:2]1[CH:3]=[C:4]([CH:7]=[C:8]([O:10][C:11]2[C:12](=[O:21])[N:13]([CH2:23][C:24]3[NH:25][C:26](=[O:29])[NH:27][N:28]=3)[CH:14]=[CH:15][C:16]=2[C:17]([F:18])([F:19])[F:20])[CH:9]=1)[C:5]#[N:6]. (4) Given the reactants [C:1]([NH:9][C@H:10]([C:37](=[O:49])[NH:38][CH2:39][CH2:40][CH2:41][CH2:42][C:43]1[CH:48]=[CH:47][CH:46]=[CH:45][CH:44]=1)[CH2:11][C:12]1[CH:36]=[CH:35][C:15]([O:16][CH:17]([C:21]2[N:22]=[N:23][N:24](C(C)(C3C=CC=CC=3)C)[N:25]=2)[C:18]([OH:20])=[O:19])=[CH:14][CH:13]=1)(=[O:8])[C:2]1[CH:7]=[CH:6][CH:5]=[CH:4][CH:3]=1.C(O[K])=O, predict the reaction product. The product is: [C:1]([NH:9][C@H:10]([C:37](=[O:49])[NH:38][CH2:39][CH2:40][CH2:41][CH2:42][C:43]1[CH:44]=[CH:45][CH:46]=[CH:47][CH:48]=1)[CH2:11][C:12]1[CH:36]=[CH:35][C:15]([O:16][CH:17]([C:21]2[N:22]=[N:23][NH:24][N:25]=2)[C:18]([OH:20])=[O:19])=[CH:14][CH:13]=1)(=[O:8])[C:2]1[CH:3]=[CH:4][CH:5]=[CH:6][CH:7]=1. (5) Given the reactants C(OC([N:8]1[CH2:13][CH2:12][N:11]([C:14]2[C:19]([O:20][CH2:21][CH2:22][O:23][C:24]3[CH:29]=[CH:28][CH:27]=[C:26]([CH2:30][N:31]4[CH2:36][CH2:35][O:34][CH2:33][CH2:32]4)[CH:25]=3)=[N:18][CH:17]=[CH:16][N:15]=2)[CH2:10][CH2:9]1)=O)(C)(C)C.Cl, predict the reaction product. The product is: [N:11]1([C:14]2[C:19]([O:20][CH2:21][CH2:22][O:23][C:24]3[CH:29]=[CH:28][CH:27]=[C:26]([CH2:30][N:31]4[CH2:36][CH2:35][O:34][CH2:33][CH2:32]4)[CH:25]=3)=[N:18][CH:17]=[CH:16][N:15]=2)[CH2:12][CH2:13][NH:8][CH2:9][CH2:10]1. (6) Given the reactants [CH:1]1([N:4]([CH:18]2[CH2:23][CH2:22][N:21]([C:24](=[O:30])[CH:25]=[CH:26][CH2:27][CH2:28][CH3:29])[CH2:20][CH2:19]2)[S:5]([C:8]2[CH:13]=[CH:12][CH:11]=[C:10]([C:14]([F:17])([F:16])[F:15])[CH:9]=2)(=[O:7])=[O:6])[CH2:3][CH2:2]1.[NH:31]1[CH2:36][CH2:35][S:34][CH2:33][CH2:32]1, predict the reaction product. The product is: [CH:1]1([N:4]([CH:18]2[CH2:23][CH2:22][N:21]([C:24](=[O:30])[CH2:25][CH:26]([N:31]3[CH2:36][CH2:35][S:34][CH2:33][CH2:32]3)[CH2:27][CH2:28][CH3:29])[CH2:20][CH2:19]2)[S:5]([C:8]2[CH:13]=[CH:12][CH:11]=[C:10]([C:14]([F:15])([F:16])[F:17])[CH:9]=2)(=[O:6])=[O:7])[CH2:3][CH2:2]1. (7) Given the reactants [Cl:1][SiH:2]([CH2:4][Si:5]([Cl:8])([Cl:7])[Cl:6])[Cl:3].Cl[Si](C[Si](Cl)(Cl)Cl)(Cl)Cl.[CH2:18]([Cl:22])[C:19](=[CH2:21])[CH3:20], predict the reaction product. The product is: [Cl:6][Si:5]([Cl:8])([Cl:7])[CH2:4][Si:2]([Cl:3])([Cl:1])[CH2:20][CH:19]([CH3:21])[CH2:18][Cl:22]. (8) Given the reactants [F:1][C:2]1[CH:3]=[C:4]([C:9]2[CH:14]=[CH:13][C:12]([CH3:15])=[C:11]([CH2:16][C:17]([OH:19])=O)[CH:10]=2)[CH:5]=[CH:6][C:7]=1[F:8].S(Cl)([Cl:22])=O, predict the reaction product. The product is: [F:1][C:2]1[CH:3]=[C:4]([C:9]2[CH:14]=[CH:13][C:12]([CH3:15])=[C:11]([CH2:16][C:17]([Cl:22])=[O:19])[CH:10]=2)[CH:5]=[CH:6][C:7]=1[F:8]. (9) Given the reactants [NH2:1][CH2:2][CH2:3][CH2:4][CH2:5][OH:6].[Br:7][C:8]1[CH:9]=[C:10]([CH:14]=[CH:15][CH:16]=1)[C:11](Cl)=[O:12].CCN(C(C)C)C(C)C.O, predict the reaction product. The product is: [Br:7][C:8]1[CH:9]=[C:10]([CH:14]=[CH:15][CH:16]=1)[C:11]([NH:1][CH2:2][CH2:3][CH2:4][CH2:5][OH:6])=[O:12].